The task is: Predict which catalyst facilitates the given reaction.. This data is from Catalyst prediction with 721,799 reactions and 888 catalyst types from USPTO. (1) Reactant: [CH2:1]([NH:4][CH2:5][CH:6]([OH:8])[CH3:7])[CH2:2][CH3:3].[C:9]([Si:13](Cl)([CH3:15])[CH3:14])([CH3:12])([CH3:11])[CH3:10].O. The catalyst class is: 79. Product: [Si:13]([O:8][CH:6]([CH3:7])[CH2:5][NH:4][CH2:1][CH2:2][CH3:3])([C:9]([CH3:12])([CH3:11])[CH3:10])([CH3:15])[CH3:14]. (2) Reactant: CC(C)([O-])C.[K+].[CH3:7][C:8]([CH3:18])([O:12][CH2:13][C:14](OC)=[O:15])[C:9](=[O:11])[CH3:10]. Product: [CH3:7][C:8]1([CH3:18])[C:9](=[O:11])[CH2:10][C:14](=[O:15])[CH2:13][O:12]1. The catalyst class is: 28. (3) Reactant: [N+:1]([C:4]1[N:5]=[C:6]2[N:10]([CH:11]=1)[CH2:9][CH:8]([CH2:12][N:13]1[CH2:18][CH2:17][N:16]([C:19](OC(C)(C)C)=O)[CH2:15][CH2:14]1)[O:7]2)([O-:3])=[O:2].C(N(CC)CC)C.[C:33]1([C:39]2[CH:46]=[CH:45][C:42](C=O)=[CH:41][CH:40]=2)[CH:38]=[CH:37][CH:36]=[CH:35][CH:34]=1.[B-]C#N.[Na+].C(O)(=O)C. Product: [C:33]1([C:39]2[CH:40]=[CH:41][CH:42]=[CH:45][CH:46]=2)[CH:38]=[CH:37][C:36]([CH2:19][N:16]2[CH2:15][CH2:14][N:13]([CH2:12][CH:8]3[O:7][C:6]4=[N:5][C:4]([N+:1]([O-:3])=[O:2])=[CH:11][N:10]4[CH2:9]3)[CH2:18][CH2:17]2)=[CH:35][CH:34]=1. The catalyst class is: 55. (4) Reactant: C([O:3][C:4](=O)[CH2:5][N:6]([CH2:14][C:15]1[CH:20]=[C:19]([Cl:21])[CH:18]=[CH:17][C:16]=1[NH2:22])[C:7]([O:9][C:10]([CH3:13])([CH3:12])[CH3:11])=[O:8])C.CC(C)([O-])C.[K+].O.[Cl-].[NH4+]. Product: [C:10]([O:9][C:7]([N:6]1[CH2:14][C:15]2[CH:20]=[C:19]([Cl:21])[CH:18]=[CH:17][C:16]=2[NH:22][C:4](=[O:3])[CH2:5]1)=[O:8])([CH3:13])([CH3:12])[CH3:11]. The catalyst class is: 54. (5) The catalyst class is: 149. Product: [F:23][C:19]1[CH:18]=[C:17]([CH:22]=[CH:21][CH:20]=1)[CH2:16][N:14]1[CH:15]=[C:11]([C:10]2[C:4]3[C:5](=[N:6][CH:7]=[C:2]([C:42]4[CH:43]=[CH:44][C:45]([N:48]5[CH2:49][CH2:50][N:51]([C:54]([O:56][C:57]([CH3:60])([CH3:59])[CH3:58])=[O:55])[CH2:52][CH2:53]5)=[CH:46][CH:47]=4)[CH:3]=3)[N:8]([S:24]([C:27]3[CH:33]=[CH:32][C:30]([CH3:31])=[CH:29][CH:28]=3)(=[O:26])=[O:25])[CH:9]=2)[CH:12]=[N:13]1. Reactant: Br[C:2]1[CH:3]=[C:4]2[C:10]([C:11]3[CH:12]=[N:13][N:14]([CH2:16][C:17]4[CH:22]=[CH:21][CH:20]=[C:19]([F:23])[CH:18]=4)[CH:15]=3)=[CH:9][N:8]([S:24]([C:27]3[CH:33]=[CH:32][C:30]([CH3:31])=[CH:29][CH:28]=3)(=[O:26])=[O:25])[C:5]2=[N:6][CH:7]=1.CC1(C)C(C)(C)OB([C:42]2[CH:47]=[CH:46][C:45]([N:48]3[CH2:53][CH2:52][N:51]([C:54]([O:56][C:57]([CH3:60])([CH3:59])[CH3:58])=[O:55])[CH2:50][CH2:49]3)=[CH:44][CH:43]=2)O1.C(=O)([O-])[O-].[Na+].[Na+]. (6) The catalyst class is: 202. Reactant: [F:1][C:2]1[C:7]([F:8])=[C:6]([OH:9])[C:5]([F:10])=[C:4]([F:11])[C:3]=1[C:12]1[C:13]([NH:15][C:16](=[O:18])[CH:17]=1)=[O:14].[CH:19]([O:21][CH2:22][CH3:23])=[CH2:20].C1(C)C=CC(S(O)(=O)=O)=CC=1.CCOCC. Product: [CH2:19]([O:21][CH:22]([O:9][C:6]1[C:5]([F:10])=[C:4]([F:11])[C:3]([C:12]2[C:13]([NH:15][C:16](=[O:18])[CH:17]=2)=[O:14])=[C:2]([F:1])[C:7]=1[F:8])[CH3:23])[CH3:20]. (7) Reactant: C(O)(=O)C.CCN(CC)CC.[C:12]([C@@H:14]([NH:22][C:23](=[O:29])[O:24][C:25]([CH3:28])([CH3:27])[CH3:26])[CH2:15][C:16]1[CH:21]=[CH:20][CH:19]=[CH:18][CH:17]=1)#[N:13].[N-:30]=[N+:31]=[N-:32].[Na+]. Product: [C:16]1([CH2:15][C@H:14]([NH:22][C:23](=[O:29])[O:24][C:25]([CH3:26])([CH3:28])[CH3:27])[C:12]2[NH:32][N:31]=[N:30][N:13]=2)[CH:21]=[CH:20][CH:19]=[CH:18][CH:17]=1. The catalyst class is: 11.